Dataset: Catalyst prediction with 721,799 reactions and 888 catalyst types from USPTO. Task: Predict which catalyst facilitates the given reaction. (1) Reactant: [CH3:1][O:2][C:3]1[CH:31]=[CH:30][C:6]2[NH:7][C:8](=[O:29])[CH:9]([NH:18]C(=O)OCC3C=CC=CC=3)[N:10]=[C:11]([C:12]3[CH:17]=[CH:16][CH:15]=[CH:14][CH:13]=3)[C:5]=2[CH:4]=1.Br.C(OCC)C. Product: [NH2:18][CH:9]1[C:8](=[O:29])[NH:7][C:6]2[CH:30]=[CH:31][C:3]([O:2][CH3:1])=[CH:4][C:5]=2[C:11]([C:12]2[CH:13]=[CH:14][CH:15]=[CH:16][CH:17]=2)=[N:10]1. The catalyst class is: 52. (2) Reactant: C(OC([N:8]1[CH2:12][C:11]([F:14])([F:13])[CH2:10][C@H:9]1[CH2:15][CH2:16][C:17]([OH:19])=[O:18])=O)(C)(C)C.[ClH:20]. Product: [ClH:20].[F:14][C:11]1([F:13])[CH2:12][NH:8][C@H:9]([CH2:15][CH2:16][C:17]([OH:19])=[O:18])[CH2:10]1. The catalyst class is: 25.